This data is from Peptide-MHC class II binding affinity with 134,281 pairs from IEDB. The task is: Regression. Given a peptide amino acid sequence and an MHC pseudo amino acid sequence, predict their binding affinity value. This is MHC class II binding data. (1) The peptide sequence is NMLTHSINSLISDNL. The MHC is DRB1_0301 with pseudo-sequence DRB1_0301. The binding affinity (normalized) is 0.541. (2) The peptide sequence is YMPDVLEKLELLQRR. The MHC is DRB5_0101 with pseudo-sequence DRB5_0101. The binding affinity (normalized) is 0.728. (3) The peptide sequence is SSMHLIVQNAYKQMI. The MHC is DRB1_1302 with pseudo-sequence DRB1_1302. The binding affinity (normalized) is 0.258.